From a dataset of CYP2C9 inhibition data for predicting drug metabolism from PubChem BioAssay. Regression/Classification. Given a drug SMILES string, predict its absorption, distribution, metabolism, or excretion properties. Task type varies by dataset: regression for continuous measurements (e.g., permeability, clearance, half-life) or binary classification for categorical outcomes (e.g., BBB penetration, CYP inhibition). Dataset: cyp2c9_veith. The molecule is O=c1[nH]cc(CS(=O)(=O)Cc2c[nH]c(=O)[nH]c2=O)c(=O)[nH]1. The result is 0 (non-inhibitor).